This data is from NCI-60 drug combinations with 297,098 pairs across 59 cell lines. The task is: Regression. Given two drug SMILES strings and cell line genomic features, predict the synergy score measuring deviation from expected non-interaction effect. (1) Drug 1: CC12CCC3C(C1CCC2O)C(CC4=C3C=CC(=C4)O)CCCCCCCCCS(=O)CCCC(C(F)(F)F)(F)F. Drug 2: C1=CN(C=N1)CC(O)(P(=O)(O)O)P(=O)(O)O. Cell line: TK-10. Synergy scores: CSS=-0.275, Synergy_ZIP=0.600, Synergy_Bliss=-1.28, Synergy_Loewe=-2.35, Synergy_HSA=-3.17. (2) Drug 1: CC1=C2C(C(=O)C3(C(CC4C(C3C(C(C2(C)C)(CC1OC(=O)C(C(C5=CC=CC=C5)NC(=O)OC(C)(C)C)O)O)OC(=O)C6=CC=CC=C6)(CO4)OC(=O)C)OC)C)OC. Drug 2: C1=CC(=CC=C1CCCC(=O)O)N(CCCl)CCCl. Cell line: NCI-H226. Synergy scores: CSS=23.9, Synergy_ZIP=-15.8, Synergy_Bliss=-9.14, Synergy_Loewe=-16.4, Synergy_HSA=-6.17.